This data is from Reaction yield outcomes from USPTO patents with 853,638 reactions. The task is: Predict the reaction yield, written as a fraction of the theoretical maximum amount of product (1.0 means a 100% yield; for example, 0.34 means a 34% yield). (1) The product is [CH2:10]([O:9][CH2:8][C:6]1[CH:7]=[C:2]([C:15]2[CH:20]=[CH:19][C:18]([C:21]([CH3:26])([CH3:25])[C:22]([OH:24])=[O:23])=[CH:17][CH:16]=2)[CH:3]=[N:4][CH:5]=1)[CH3:11]. No catalyst specified. The reactants are Br[C:2]1[CH:3]=[N:4][CH:5]=[C:6]([CH2:8][O:9][CH2:10][CH3:11])[CH:7]=1.B([C:15]1[CH:20]=[CH:19][C:18]([C:21]([CH3:26])([CH3:25])[C:22]([OH:24])=[O:23])=[CH:17][CH:16]=1)(O)O. The yield is 0.900. (2) The reactants are [CH3:1][S:2]([C:5]1[CH:10]=[CH:9][C:8]([NH:11][C:12]([C:14]2[S:15][CH:16]=[CH:17][CH:18]=2)=[NH:13])=[CH:7][CH:6]=1)(=[O:4])=[O:3].C(=O)(O)[O-].[Na+].Br[CH2:25][C:26](=[O:31])[C:27]([F:30])([F:29])[F:28]. The catalyst is C(O)(C)C. The product is [OH:31][C:26]1([C:27]([F:30])([F:29])[F:28])[CH2:25][N:11]([C:8]2[CH:7]=[CH:6][C:5]([S:2]([CH3:1])(=[O:4])=[O:3])=[CH:10][CH:9]=2)[C:12]([C:14]2[S:15][CH:16]=[CH:17][CH:18]=2)=[N:13]1. The yield is 0.380. (3) The reactants are [H-].[Na+].[SH:3][C:4]1[CH:9]=[CH:8][N:7]=[CH:6][CH:5]=1.F[C:11]1[CH:20]=[C:19]2[C:14]([C:15](=[O:21])[NH:16][CH:17]=[N:18]2)=[CH:13][CH:12]=1. The catalyst is CN(C=O)C.O. The product is [N:7]1[CH:8]=[CH:9][C:4]([S:3][C:11]2[CH:20]=[C:19]3[C:14]([C:15](=[O:21])[NH:16][CH:17]=[N:18]3)=[CH:13][CH:12]=2)=[CH:5][CH:6]=1. The yield is 0.0600. (4) The reactants are [CH3:1][O:2][C:3]1[CH:4]=[C:5]2[C:10](=[CH:11][C:12]=1[O:13][CH3:14])[N:9]=[CH:8][CH:7]=[C:6]2[O:15][C:16]1[CH:22]=[CH:21][C:19]([NH2:20])=[C:18]([F:23])[CH:17]=1.ClC(Cl)(O[C:28](=[O:34])OC(Cl)(Cl)Cl)Cl.[NH2:36][CH2:37][C:38]1[CH:43]=[CH:42][CH:41]=[CH:40][N:39]=1.C(=O)([O-])O.[Na+]. The catalyst is C1(C)C=CC=CC=1.C(N(CC)CC)C.ClCCl.C(Cl)(Cl)Cl. The product is [CH3:1][O:2][C:3]1[CH:4]=[C:5]2[C:10](=[CH:11][C:12]=1[O:13][CH3:14])[N:9]=[CH:8][CH:7]=[C:6]2[O:15][C:16]1[CH:22]=[CH:21][C:19]([NH:20][C:28]([NH:36][CH2:37][C:38]2[CH:43]=[CH:42][CH:41]=[CH:40][N:39]=2)=[O:34])=[C:18]([F:23])[CH:17]=1. The yield is 0.880. (5) No catalyst specified. The yield is 0.410. The product is [NH2:26][CH:22]1[CH2:23][CH2:24][CH2:25][N:20]([CH2:19]/[CH:18]=[CH:17]/[C:4]2[C:5]3[C:6]4[CH:16]=[CH:15][S:14][C:7]=4[C:8](=[O:13])[NH:9][C:10]=3[CH:11]=[CH:12][C:3]=2[OH:2])[CH2:21]1. The reactants are C[O:2][C:3]1[CH:12]=[CH:11][C:10]2[NH:9][C:8](=[O:13])[C:7]3[S:14][CH:15]=[CH:16][C:6]=3[C:5]=2[C:4]=1/[CH:17]=[CH:18]/[CH2:19][N:20]1[CH2:25][CH2:24][CH2:23][CH:22]([NH:26]C(=O)OC(C)(C)C)[CH2:21]1.BrB(Br)Br. (6) The reactants are Br[C:2]1[N:7]=[C:6]2[N:8]([CH2:12][CH:13]3[CH2:18][CH2:17][O:16][CH2:15][CH2:14]3)[C:9](=[O:11])[NH:10][C:5]2=[N:4][CH:3]=1.BrC1N=C(NC[CH:28]2[CH2:33][CH2:32]O[CH2:30][CH2:29]2)C(N)=NC=1.C(N1[CH:46]=[CH:45][N:44]=[CH:43]1)([N:44]1[CH:45]=[CH:46]N=[CH:43]1)=O.[O:47]1CCCC1. No catalyst specified. The product is [CH3:43][NH:44][C:45](=[O:47])[C:46]1[CH:32]=[CH:33][C:28]([C:2]2[N:7]=[C:6]3[N:8]([CH2:12][CH:13]4[CH2:18][CH2:17][O:16][CH2:15][CH2:14]4)[C:9](=[O:11])[NH:10][C:5]3=[N:4][CH:3]=2)=[CH:29][CH:30]=1. The yield is 0.670. (7) The reactants are [Cl:1][C:2]1[CH:3]=[C:4]([N:8]2[N:12]=[N:11][C:10]([CH:13]=[O:14])=[N:9]2)[CH:5]=[CH:6][CH:7]=1.[BH4-].[Li+]. The catalyst is C1COCC1. The product is [Cl:1][C:2]1[CH:3]=[C:4]([N:8]2[N:12]=[N:11][C:10]([CH2:13][OH:14])=[N:9]2)[CH:5]=[CH:6][CH:7]=1. The yield is 1.06. (8) The reactants are [CH3:1][O:2][C:3]1[CH:4]=[C:5]([CH:11]2[CH2:16][CH2:15][CH2:14][N:13]([CH2:17][C@H:18]([OH:23])[C:19]([F:22])([F:21])[F:20])[CH2:12]2)[CH:6]=[C:7]([O:9][CH3:10])[CH:8]=1.[Cl:24][C:25]1[CH:30]=[CH:29][C:28]([N:31]=[C:32]=[O:33])=[CH:27][CH:26]=1. The catalyst is C(#N)C. The product is [CH3:1][O:2][C:3]1[CH:4]=[C:5]([CH:11]2[CH2:16][CH2:15][CH2:14][N:13]([CH2:17][C@H:18]([O:23][C:32](=[O:33])[NH:31][C:28]3[CH:29]=[CH:30][C:25]([Cl:24])=[CH:26][CH:27]=3)[C:19]([F:21])([F:20])[F:22])[CH2:12]2)[CH:6]=[C:7]([O:9][CH3:10])[CH:8]=1. The yield is 0.840.